The task is: Predict the reactants needed to synthesize the given product.. This data is from Full USPTO retrosynthesis dataset with 1.9M reactions from patents (1976-2016). Given the product [CH2:45]([N:43]([CH:44]([CH3:36])[CH3:40])[C:3](=[O:2])[CH:4]=[CH:5][C:6]1[C:14]2[N:13]([C:15]3[CH:20]=[CH:19][CH:18]=[CH:17][CH:16]=3)[CH:12]=[N:11][C:10]=2[CH:9]=[C:8]([C:21]([F:23])([F:22])[F:24])[CH:7]=1)[CH3:46], predict the reactants needed to synthesize it. The reactants are: C[O:2][C:3](=O)[CH:4]=[CH:5][C:6]1[C:14]2[N:13]([C:15]3[CH:20]=[CH:19][CH:18]=[CH:17][CH:16]=3)[CH:12]=[N:11][C:10]=2[CH:9]=[C:8]([C:21]([F:24])([F:23])[F:22])[CH:7]=1.CN1CCN(C(=O)C=C[C:36]2[C:44]3[N:43]([C:45]4C=CC=C[CH:46]=4)C=N[C:40]=3C=C(C(F)(F)F)C=2)CC1.